Dataset: Forward reaction prediction with 1.9M reactions from USPTO patents (1976-2016). Task: Predict the product of the given reaction. (1) Given the reactants [Cl:1][C:2]1[CH:7]=[CH:6][C:5]([C:8]2[N:9]=[C:10]([NH2:13])[S:11][CH:12]=2)=[CH:4][CH:3]=1.Br[C:15]1[S:16][C:17]([C:20](O)=O)=[CH:18][N:19]=1, predict the reaction product. The product is: [ClH:1].[ClH:1].[CH2:8]([NH:9][C:15]1[S:16][C:17]([CH2:20][NH:13][C:10]2[S:11][CH:12]=[C:8]([C:5]3[CH:4]=[CH:3][C:2]([Cl:1])=[CH:7][CH:6]=3)[N:9]=2)=[CH:18][N:19]=1)[C:5]1[CH:6]=[CH:7][CH:2]=[CH:3][CH:4]=1. (2) The product is: [CH3:1][O:2][C:3]1[C:4](=[O:25])[C:5]([CH3:24])=[C:6]([CH2:12][C:13]2[CH:14]=[C:15]([CH:19]=[CH:20][C:21]([N:26]3[CH2:31][CH2:30][O:29][CH2:28][CH2:27]3)=[O:23])[CH:16]=[CH:17][CH:18]=2)[C:7](=[O:11])[C:8]=1[O:9][CH3:10]. Given the reactants [CH3:1][O:2][C:3]1[C:4](=[O:25])[C:5]([CH3:24])=[C:6]([CH2:12][C:13]2[CH:14]=[C:15]([CH:19]=[CH:20][C:21]([OH:23])=O)[CH:16]=[CH:17][CH:18]=2)[C:7](=[O:11])[C:8]=1[O:9][CH3:10].[NH:26]1[CH2:31][CH2:30][O:29][CH2:28][CH2:27]1, predict the reaction product. (3) Given the reactants [CH3:1][Si](C=[N+]=[N-])(C)C.[OH:8][CH2:9][CH2:10][CH2:11][C:12]1[N:13]=[N+:14]([O-:22])[C:15]2[CH:21]=[CH:20][CH:19]=[CH:18][C:16]=2[N:17]=1.[H+].[B-](F)(F)(F)F, predict the reaction product. The product is: [CH3:1][O:8][CH2:9][CH2:10][CH2:11][C:12]1[N:13]=[N+:14]([O-:22])[C:15]2[CH:21]=[CH:20][CH:19]=[CH:18][C:16]=2[N:17]=1. (4) Given the reactants FC(F)(F)S(O[C:7]1[C:15]2[C:10](=[CH:11][N:12]=[CH:13][CH:14]=2)[O:9][C:8]=1[C:16]1[N:21]=[CH:20][CH:19]=[CH:18][N:17]=1)(=O)=O.[NH2:24][C:25]1[CH:33]=[CH:32][C:31]([Cl:34])=[C:30]2[C:26]=1[C:27]([CH2:42][CH2:43][CH2:44][O:45][Si:46]([C:49]([CH3:52])([CH3:51])[CH3:50])([CH3:48])[CH3:47])=[N:28][N:29]2[C:35]([O:37][C:38]([CH3:41])([CH3:40])[CH3:39])=[O:36].CC1(C)C2C(=C(P(C3C=CC=CC=3)C3C=CC=CC=3)C=CC=2)OC2C(P(C3C=CC=CC=3)C3C=CC=CC=3)=CC=CC1=2.[O-]P([O-])([O-])=O.[K+].[K+].[K+], predict the reaction product. The product is: [Si:46]([O:45][CH2:44][CH2:43][CH2:42][C:27]1[C:26]2[C:30](=[C:31]([Cl:34])[CH:32]=[CH:33][C:25]=2[NH:24][C:7]2[C:15]3[C:10](=[CH:11][N:12]=[CH:13][CH:14]=3)[O:9][C:8]=2[C:16]2[N:21]=[CH:20][CH:19]=[CH:18][N:17]=2)[N:29]([C:35]([O:37][C:38]([CH3:41])([CH3:40])[CH3:39])=[O:36])[N:28]=1)([C:49]([CH3:52])([CH3:50])[CH3:51])([CH3:48])[CH3:47]. (5) Given the reactants [O:1]=[C:2]1[NH:3][C:4]2[C:9](/[C:10]/1=[CH:11]\[C:12]1[O:16][C:15]([C:17]3[CH:18]=[C:19]([CH:23]=[CH:24][CH:25]=3)[C:20]([O-:22])=O)=[CH:14][CH:13]=1)=[CH:8][CH:7]=[CH:6][CH:5]=2.C1C=CC2N(O)N=NC=2C=1.CCN=C=NCCCN(C)C.[N:47]1([CH2:52][CH2:53][NH2:54])[CH2:51][CH2:50][CH2:49][CH2:48]1.CCN(C(C)C)C(C)C, predict the reaction product. The product is: [O:1]=[C:2]1[NH:3][C:4]2[C:9](/[C:10]/1=[CH:11]\[C:12]1[O:16][C:15]([C:17]3[CH:18]=[C:19]([CH:23]=[CH:24][CH:25]=3)[C:20]([NH:54][CH2:53][CH2:52][N:47]3[CH2:51][CH2:50][CH2:49][CH2:48]3)=[O:22])=[CH:14][CH:13]=1)=[CH:8][CH:7]=[CH:6][CH:5]=2.